From a dataset of Full USPTO retrosynthesis dataset with 1.9M reactions from patents (1976-2016). Predict the reactants needed to synthesize the given product. Given the product [NH2:8][CH2:9][C@H:10]1[CH2:15][CH2:14][C@H:13]([NH:16][C:17]([O:19][CH2:20][C:21]2[CH:22]=[CH:23][CH:24]=[CH:25][CH:26]=2)=[O:18])[CH2:12][CH2:11]1, predict the reactants needed to synthesize it. The reactants are: C(OC([NH:8][CH2:9][C@H:10]1[CH2:15][CH2:14][C@H:13]([NH:16][C:17]([O:19][CH2:20][C:21]2[CH:26]=[CH:25][CH:24]=[CH:23][CH:22]=2)=[O:18])[CH2:12][CH2:11]1)=O)(C)(C)C.C(O)(C(F)(F)F)=O.